From a dataset of Peptide-MHC class I binding affinity with 185,985 pairs from IEDB/IMGT. Regression. Given a peptide amino acid sequence and an MHC pseudo amino acid sequence, predict their binding affinity value. This is MHC class I binding data. (1) The peptide sequence is DAYRRIHSL. The MHC is HLA-A01:01 with pseudo-sequence HLA-A01:01. The binding affinity (normalized) is 0.0847. (2) The peptide sequence is TLKDGDFIL. The MHC is HLA-A02:12 with pseudo-sequence HLA-A02:12. The binding affinity (normalized) is 0.756. (3) The peptide sequence is ILANERYRSA. The MHC is HLA-A02:03 with pseudo-sequence HLA-A02:03. The binding affinity (normalized) is 0.731. (4) The peptide sequence is QFEEIRNLAL. The MHC is HLA-A29:02 with pseudo-sequence HLA-A29:02. The binding affinity (normalized) is 0.236. (5) The MHC is HLA-A31:01 with pseudo-sequence HLA-A31:01. The peptide sequence is GAGDFSHGW. The binding affinity (normalized) is 0.0847. (6) The MHC is HLA-A31:01 with pseudo-sequence HLA-A31:01. The binding affinity (normalized) is 0.297. The peptide sequence is KMVGTVQRV. (7) The peptide sequence is SVFEGIRAY. The MHC is HLA-A02:11 with pseudo-sequence HLA-A02:11. The binding affinity (normalized) is 0.719. (8) The peptide sequence is VMTDGPANK. The MHC is HLA-B39:01 with pseudo-sequence HLA-B39:01. The binding affinity (normalized) is 0.0847. (9) The peptide sequence is HPDIVIYQY. The MHC is HLA-A30:01 with pseudo-sequence HLA-A30:01. The binding affinity (normalized) is 0.